From a dataset of Catalyst prediction with 721,799 reactions and 888 catalyst types from USPTO. Predict which catalyst facilitates the given reaction. (1) Reactant: [CH:1]1([C:5]2[CH:14]=[CH:13][C:8]([C:9]([O:11][CH3:12])=[O:10])=[CH:7][C:6]=2[N+:15]([O-])=O)[CH2:4][CH2:3][CH2:2]1. Product: [NH2:15][C:6]1[CH:7]=[C:8]([CH:13]=[CH:14][C:5]=1[CH:1]1[CH2:4][CH2:3][CH2:2]1)[C:9]([O:11][CH3:12])=[O:10]. The catalyst class is: 5. (2) Reactant: Cl[C:2](=[CH2:5])[C:3]#[N:4].Cl.[CH:7]([NH:10][NH2:11])([CH3:9])[CH3:8].C([O-])([O-])=O.[K+].[K+]. Product: [CH:7]([N:10]1[CH:5]=[CH:2][C:3]([NH2:4])=[N:11]1)([CH3:9])[CH3:8]. The catalyst class is: 6. (3) Reactant: [Br-].Br[CH2:3][P+](C1C=CC=CC=1)(C1C=CC=CC=1)C1C=CC=CC=1.CC(C)([O-])C.[K+].[CH2:29]1[O:52][C:32]2([CH2:37][CH2:36][C:35]([CH:50]=O)([C:38]3[C:47]4[O:46][CH2:45][CH2:44][O:43][C:42]=4[C:41]([O:48][CH3:49])=[CH:40][CH:39]=3)[CH2:34][CH2:33]2)[O:31][CH2:30]1.O. Product: [CH2:29]1[O:52][C:32]2([CH2:33][CH2:34][C:35]([CH:50]=[CH2:3])([C:38]3[C:47]4[O:46][CH2:45][CH2:44][O:43][C:42]=4[C:41]([O:48][CH3:49])=[CH:40][CH:39]=3)[CH2:36][CH2:37]2)[O:31][CH2:30]1. The catalyst class is: 1. (4) Product: [OH:7][CH2:8][CH2:9][N:10]1[CH:14]=[C:13]([C:15]2[CH:16]=[CH:17][C:18]3[N:19]([C:21]([S:24][C:25]4[CH:39]=[CH:38][C:28]5[N:29]=[C:30]([NH:32][C:33]([CH:35]6[CH2:36][CH2:37]6)=[O:34])[S:31][C:27]=5[CH:26]=4)=[N:22][N:23]=3)[CH:20]=2)[CH:12]=[N:11]1. The catalyst class is: 4. Reactant: O1CCCCC1[O:7][CH2:8][CH2:9][N:10]1[CH:14]=[C:13]([C:15]2[CH:16]=[CH:17][C:18]3[N:19]([C:21]([S:24][C:25]4[CH:39]=[CH:38][C:28]5[N:29]=[C:30]([NH:32][C:33]([CH:35]6[CH2:37][CH2:36]6)=[O:34])[S:31][C:27]=5[CH:26]=4)=[N:22][N:23]=3)[CH:20]=2)[CH:12]=[N:11]1.CO. (5) Product: [F:1][C:2]([F:18])([C:12]1[CH:13]=[CH:14][CH:15]=[CH:16][CH:17]=1)[C:3]1[CH:4]=[C:5]([CH:6]=[CH:7][CH:8]=1)[NH2:9]. Reactant: [F:1][C:2]([F:18])([C:12]1[CH:17]=[CH:16][CH:15]=[CH:14][CH:13]=1)[C:3]1[CH:8]=[CH:7][CH:6]=[C:5]([N+:9]([O-])=O)[CH:4]=1. The catalyst class is: 94. (6) Reactant: [CH3:1][C:2]1[CH:23]=[CH:22][CH:21]=[CH:20][C:3]=1[CH:4]=[C:5]1[C:11]2[CH:12]=[CH:13][CH:14]=[CH:15][C:10]=2[CH2:9][CH2:8][C:7]2[CH:16]=[CH:17][CH:18]=[CH:19][C:6]1=2.C(OCC)(=O)C.[H][H]. Product: [CH3:1][C:2]1[CH:23]=[CH:22][CH:21]=[CH:20][C:3]=1[CH2:4][CH:5]1[C:6]2[CH:19]=[CH:18][CH:17]=[CH:16][C:7]=2[CH2:8][CH2:9][C:10]2[CH:15]=[CH:14][CH:13]=[CH:12][C:11]1=2. The catalyst class is: 29. (7) Reactant: [CH3:1][C@H:2]1[CH2:7][N:6]([C:8]2[S:12][N:11]=[CH:10][C:9]=2[N+:13]([O-])=O)[CH2:5][C@@H:4]([NH:16][C:17](=[O:23])[O:18][C:19]([CH3:22])([CH3:21])[CH3:20])[CH2:3]1.[NH4+].[Cl-].CCO. Product: [NH2:13][C:9]1[CH:10]=[N:11][S:12][C:8]=1[N:6]1[CH2:7][C@H:2]([CH3:1])[CH2:3][C@H:4]([NH:16][C:17](=[O:23])[O:18][C:19]([CH3:22])([CH3:21])[CH3:20])[CH2:5]1. The catalyst class is: 150. (8) Product: [F:26][C:20]1[CH:21]=[C:22]([F:25])[CH:23]=[CH:24][C:19]=1[CH2:18][CH2:17][N:14]1[CH2:15][CH2:16][CH:11]([S:8]([C:5]2[CH:6]=[CH:7][C:2]([C:30]3[N:31]=[N:32][N:28]([CH3:27])[N:29]=3)=[CH:3][CH:4]=2)(=[O:10])=[O:9])[CH2:12][CH2:13]1. The catalyst class is: 128. Reactant: Br[C:2]1[CH:7]=[CH:6][C:5]([S:8]([CH:11]2[CH2:16][CH2:15][N:14]([CH2:17][CH2:18][C:19]3[CH:24]=[CH:23][C:22]([F:25])=[CH:21][C:20]=3[F:26])[CH2:13][CH2:12]2)(=[O:10])=[O:9])=[CH:4][CH:3]=1.[CH3:27][N:28]1[N:32]=[N:31][C:30]([Sn](CCCC)(CCCC)CCCC)=[N:29]1.O.CCOC(C)=O. (9) Reactant: C[O:2][C:3](=[O:23])[C@@H:4]([N:9]1[CH2:13][C:12]([O:14][C:15]2[CH:20]=[CH:19][CH:18]=[CH:17][C:16]=2[CH3:21])=[CH:11][C:10]1=[O:22])[CH2:5][CH:6]([CH3:8])[CH3:7].O.[OH-].[Li+]. Product: [CH3:7][CH:6]([CH3:8])[CH2:5][C@H:4]([N:9]1[CH2:13][C:12]([O:14][C:15]2[CH:20]=[CH:19][CH:18]=[CH:17][C:16]=2[CH3:21])=[CH:11][C:10]1=[O:22])[C:3]([OH:23])=[O:2]. The catalyst class is: 7. (10) Reactant: Cl[C:2]1[N:7]=[N:6][C:5]([C:8]2[CH:16]=[C:15]3[C:11]([CH2:12][N:13]4[C:19]([C:20]5[C:21]([C:26]6[CH:31]=[CH:30][CH:29]=[CH:28][CH:27]=6)=[N:22][O:23][C:24]=5[CH3:25])=[N:18][N:17]=[C:14]43)=[CH:10][CH:9]=2)=[CH:4][CH:3]=1.[CH3:32][NH2:33]. Product: [CH3:32][NH:33][C:2]1[N:7]=[N:6][C:5]([C:8]2[CH:16]=[C:15]3[C:11]([CH2:12][N:13]4[C:19]([C:20]5[C:21]([C:26]6[CH:31]=[CH:30][CH:29]=[CH:28][CH:27]=6)=[N:22][O:23][C:24]=5[CH3:25])=[N:18][N:17]=[C:14]43)=[CH:10][CH:9]=2)=[CH:4][CH:3]=1. The catalyst class is: 6.